This data is from Full USPTO retrosynthesis dataset with 1.9M reactions from patents (1976-2016). The task is: Predict the reactants needed to synthesize the given product. (1) Given the product [C:1]([C:3]1[CH:8]=[CH:7][N:6]=[C:5]([C:9]([NH:11][C:12]2[CH:13]=[C:14]3[C:18](=[CH:19][CH:20]=2)[N:17]([CH3:21])[CH:16]=[C:15]3[CH:22]2[CH2:27][CH2:26][CH2:25][NH:24][CH2:23]2)=[O:10])[CH:4]=1)#[N:2], predict the reactants needed to synthesize it. The reactants are: [C:1]([C:3]1[CH:8]=[CH:7][N:6]=[C:5]([C:9]([NH:11][C:12]2[CH:13]=[C:14]3[C:18](=[CH:19][CH:20]=2)[N:17]([CH3:21])[CH:16]=[C:15]3[CH:22]2[CH2:27][CH2:26][CH2:25][N:24](C(OC(C)(C)C)=O)[CH2:23]2)=[O:10])[CH:4]=1)#[N:2].Cl.C([O-])(O)=O.[Na+]. (2) The reactants are: F[C:2]1[CH:16]=[CH:15][C:5]([C:6]([C:8]2[CH:13]=[C:12]([CH3:14])[CH:11]=[CH:10][N:9]=2)=[O:7])=[C:4]([C:17]([F:20])([F:19])[F:18])[CH:3]=1.[N-:21]=[N+]=[N-].[Na+].O. Given the product [NH2:21][C:2]1[CH:16]=[CH:15][C:5]([CH:6]([C:8]2[CH:13]=[C:12]([CH3:14])[CH:11]=[CH:10][N:9]=2)[OH:7])=[C:4]([C:17]([F:20])([F:19])[F:18])[CH:3]=1, predict the reactants needed to synthesize it.